From a dataset of Catalyst prediction with 721,799 reactions and 888 catalyst types from USPTO. Predict which catalyst facilitates the given reaction. (1) Reactant: Cl[C:2]1[N:7]=[C:6]([NH2:8])[CH:5]=[CH:4][N:3]=1.[CH3:9][C:10]1([OH:16])[CH2:15][CH2:14][NH:13][CH2:12][CH2:11]1. Product: [NH2:8][C:6]1[CH:5]=[CH:4][N:3]=[C:2]([N:13]2[CH2:14][CH2:15][C:10]([CH3:9])([OH:16])[CH2:11][CH2:12]2)[N:7]=1. The catalyst class is: 58. (2) Reactant: C(OC([N:8]1[CH2:13][CH2:12][C:11](=[CH:14][C:15]2[CH:20]=[CH:19][CH:18]=[CH:17][C:16]=2[C:21]([N:23]2[CH2:37][C:26]3=[C:27]4[N:32]([N:33]=[C:25]3[CH2:24]2)[C:31]([CH3:34])=[C:30]([Cl:35])[C:29]([CH3:36])=[N:28]4)=[O:22])[CH2:10][CH2:9]1)=O)(C)(C)C.C(O)(C(F)(F)F)=O. Product: [Cl:35][C:30]1[C:29]([CH3:36])=[N:28][C:27]2[N:32]([N:33]=[C:25]3[CH2:24][N:23]([C:21]([C:16]4[CH:17]=[CH:18][CH:19]=[CH:20][C:15]=4[CH:14]=[C:11]4[CH2:12][CH2:13][NH:8][CH2:9][CH2:10]4)=[O:22])[CH2:37][C:26]3=2)[C:31]=1[CH3:34]. The catalyst class is: 2. (3) Reactant: [F:1][C:2]([F:11])([F:10])[C:3]1[C:4](=[O:9])[NH:5][CH:6]=[CH:7][CH:8]=1.S(=O)(=O)(O)O.[N+:17]([O-])([OH:19])=[O:18]. Product: [N+:17]([C:7]1[CH:8]=[C:3]([C:2]([F:1])([F:10])[F:11])[C:4](=[O:9])[NH:5][CH:6]=1)([O-:19])=[O:18]. The catalyst class is: 801. (4) Reactant: C[O:2][C:3]1[N:8]=[CH:7][C:6]([C:9]2[S:10][C:11]3[CH:17]=[CH:16][CH:15]=[CH:14][C:12]=3[N:13]=2)=[CH:5][CH:4]=1.[Na+].[I-].[Cl:20][C:21]1[CH:28]=[CH:27][C:24]([CH2:25]Br)=[CH:23][C:22]=1[F:29]. Product: [Cl:20][C:21]1[CH:28]=[CH:27][C:24]([CH2:25][N:8]2[CH:7]=[C:6]([C:9]3[S:10][C:11]4[CH:17]=[CH:16][CH:15]=[CH:14][C:12]=4[N:13]=3)[CH:5]=[CH:4][C:3]2=[O:2])=[CH:23][C:22]=1[F:29]. The catalyst class is: 10. (5) Reactant: [CH3:1][S:2]([C:5]1[CH:10]=[CH:9][C:8]([NH:11][C:12]2[C:17]([N+:18]([O-:20])=[O:19])=[C:16]([O:21][CH:22]3[CH2:27][CH2:26][NH:25][CH2:24][CH2:23]3)[N:15]=[CH:14][N:13]=2)=[CH:7][CH:6]=1)(=[O:4])=[O:3].Cl[CH2:29][C:30]1[CH:35]=[CH:34][CH:33]=[CH:32][N:31]=1.C(N(CC)CC)C. The catalyst class is: 3. Product: [CH3:1][S:2]([C:5]1[CH:10]=[CH:9][C:8]([NH:11][C:12]2[C:17]([N+:18]([O-:20])=[O:19])=[C:16]([O:21][CH:22]3[CH2:27][CH2:26][N:25]([CH2:29][C:30]4[CH:35]=[CH:34][CH:33]=[CH:32][N:31]=4)[CH2:24][CH2:23]3)[N:15]=[CH:14][N:13]=2)=[CH:7][CH:6]=1)(=[O:4])=[O:3]. (6) Reactant: C([O:9][C@@H:10]1[C@@H:37]([O:38]C(=O)C2C=CC=CC=2)[C@H:36]([O:47]C(=O)C2C=CC=CC=2)[C@@H:35]([C@@H:56]([CH3:66])[O:57]C(=O)C2C=CC=CC=2)[O:34][C@H:11]1[O:12][C:13]1[CH:18]=[C:17]([CH2:19][O:20]C(=O)C)[CH:16]=[C:15]([F:24])[C:14]=1[CH2:25][C:26]1[CH:31]=[CH:30][C:29]([O:32][CH3:33])=[CH:28][CH:27]=1)(=O)C1C=CC=CC=1.C(=O)([O-])[O-].[K+].[K+]. Product: [O:12]([C:13]1[CH:18]=[C:17]([CH2:19][OH:20])[CH:16]=[C:15]([F:24])[C:14]=1[CH2:25][C:26]1[CH:27]=[CH:28][C:29]([O:32][CH3:33])=[CH:30][CH:31]=1)[C@@H:11]1[O:34][C@H:35]([C@@H:56]([CH3:66])[OH:57])[C@@H:36]([OH:47])[C@H:37]([OH:38])[C@H:10]1[OH:9]. The catalyst class is: 83. (7) Reactant: C(N(C(C)C)CC)(C)C.[Cl:10][C:11]1[CH:19]=[C:18]([C:20]([NH:22][CH2:23][C:24]2[CH:29]=[CH:28][CH:27]=[C:26]([OH:30])[CH:25]=2)=[O:21])[CH:17]=[C:16]([Cl:31])[C:12]=1[C:13]([OH:15])=O.Cl.[CH3:33][C:34]([CH3:47])([O:36][C:37]([NH:39][CH2:40][C@@H:41]([C:43]([O:45][CH3:46])=[O:44])[NH2:42])=[O:38])[CH3:35].C1C=CC2N(O)N=NC=2C=1.CN(C(ON1N=NC2C=CC=CC1=2)=[N+](C)C)C.F[P-](F)(F)(F)(F)F. Product: [Cl:31][C:16]1[CH:17]=[C:18]([C:20]([NH:22][CH2:23][C:24]2[CH:29]=[CH:28][CH:27]=[C:26]([OH:30])[CH:25]=2)=[O:21])[CH:19]=[C:11]([Cl:10])[C:12]=1[C:13]([NH:42][C@H:41]([C:43]([O:45][CH3:46])=[O:44])[CH2:40][NH:39][C:37]([O:36][C:34]([CH3:47])([CH3:35])[CH3:33])=[O:38])=[O:15]. The catalyst class is: 9. (8) Reactant: F[C:2](F)(F)[C:3]([OH:5])=[O:4].[Cl:8][C:9]1[CH:14]=[C:13]([CH3:15])[CH:12]=[CH:11][C:10]=1[C:16]1[N:20]([CH3:21])[N:19]=[CH:18][C:17]=1[S:22][Si](C(C)C)(C(C)C)C(C)C. Product: [Cl:8][C:9]1[CH:14]=[C:13]([CH3:15])[CH:12]=[CH:11][C:10]=1[C:16]1[N:20]([CH3:21])[N:19]=[CH:18][C:17]=1[S:22][CH2:2][C:3]([OH:5])=[O:4]. The catalyst class is: 4. (9) Reactant: [Cl:1][C:2]1[C:3]([F:23])=[C:4]([NH:8][C:9]2[C:18]3[C:13](=[CH:14][C:15]([O:21][CH3:22])=[C:16]([CH2:19]Cl)[CH:17]=3)[N:12]=[CH:11][N:10]=2)[CH:5]=[CH:6][CH:7]=1.[NH2:24][C:25]([C:27]1([NH:38][CH2:39][CH3:40])[CH2:30][N:29]([C:31]([O:33][C:34]([CH3:37])([CH3:36])[CH3:35])=[O:32])[CH2:28]1)=[O:26].C(N(C(C)C)CC)(C)C. Product: [NH2:24][C:25]([C:27]1([N:38]([CH2:19][C:16]2[CH:17]=[C:18]3[C:13](=[CH:14][C:15]=2[O:21][CH3:22])[N:12]=[CH:11][N:10]=[C:9]3[NH:8][C:4]2[CH:5]=[CH:6][CH:7]=[C:2]([Cl:1])[C:3]=2[F:23])[CH2:39][CH3:40])[CH2:30][N:29]([C:31]([O:33][C:34]([CH3:35])([CH3:36])[CH3:37])=[O:32])[CH2:28]1)=[O:26]. The catalyst class is: 3. (10) Reactant: [CH2:1]([O:3][C:4]([C:6]1[N:7]([CH3:16])[C:8]([CH2:14][CH3:15])=[C:9]([C:12]#[N:13])[C:10]=1I)=[O:5])[CH3:2].[F:17][C:18]1[CH:39]=[CH:38][CH:37]=[CH:36][C:19]=1[O:20][C:21]1[CH:26]=[CH:25][C:24](B2OC(C)(C)C(C)(C)O2)=[CH:23][CH:22]=1.C(=O)([O-])[O-].[Na+].[Na+].O.O. Product: [CH2:1]([O:3][C:4]([C:6]1[N:7]([CH3:16])[C:8]([CH2:14][CH3:15])=[C:9]([C:12]#[N:13])[C:10]=1[C:24]1[CH:23]=[CH:22][C:21]([O:20][C:19]2[CH:36]=[CH:37][CH:38]=[CH:39][C:18]=2[F:17])=[CH:26][CH:25]=1)=[O:5])[CH3:2]. The catalyst class is: 755.